Regression. Given a peptide amino acid sequence and an MHC pseudo amino acid sequence, predict their binding affinity value. This is MHC class II binding data. From a dataset of Peptide-MHC class II binding affinity with 134,281 pairs from IEDB. (1) The peptide sequence is SQDLELSWTLNGLQAY. The MHC is DRB1_0401 with pseudo-sequence DRB1_0401. The binding affinity (normalized) is 0.201. (2) The peptide sequence is GSMAKKGDEQKLRSA. The MHC is DRB1_0802 with pseudo-sequence DRB1_0802. The binding affinity (normalized) is 0.179. (3) The peptide sequence is KEVSGVKGFTLGRDG. The MHC is HLA-DQA10201-DQB10303 with pseudo-sequence HLA-DQA10201-DQB10303. The binding affinity (normalized) is 0.337. (4) The peptide sequence is IFAIFRQDSSSTGWN. The MHC is DRB1_0404 with pseudo-sequence DRB1_0404. The binding affinity (normalized) is 0.606. (5) The peptide sequence is IQLVFSSMINPLVIT. The MHC is DRB1_0401 with pseudo-sequence DRB1_0401. The binding affinity (normalized) is 0.951. (6) The peptide sequence is QAVMEMTYKNKVVKV. The MHC is HLA-DQA10501-DQB10402 with pseudo-sequence HLA-DQA10501-DQB10402. The binding affinity (normalized) is 0.411. (7) The peptide sequence is EGTVDFIFGEARSLY. The MHC is HLA-DPA10103-DPB10301 with pseudo-sequence HLA-DPA10103-DPB10301. The binding affinity (normalized) is 0.435. (8) The binding affinity (normalized) is 0.649. The peptide sequence is KALYDLQRSAMVYSS. The MHC is HLA-DQA10501-DQB10301 with pseudo-sequence HLA-DQA10501-DQB10301. (9) The peptide sequence is RMRRPTGKVTLEADV. The MHC is DRB1_0701 with pseudo-sequence DRB1_0701. The binding affinity (normalized) is 0.410.